Dataset: Reaction yield outcomes from USPTO patents with 853,638 reactions. Task: Predict the reaction yield, written as a fraction of the theoretical maximum amount of product (1.0 means a 100% yield; for example, 0.34 means a 34% yield). (1) The reactants are [CH3:1][C:2]1([CH3:21])[CH:6]([C:7]2[CH:12]=[CH:11][CH:10]=[CH:9][CH:8]=2)[C:5]2[C:13]([CH3:20])=[C:14]([NH2:19])[C:15]([CH3:18])=[C:16]([CH3:17])[C:4]=2[O:3]1.[C:22](=[O:25])([O-])[O-:23].[Na+].[Na+]. The catalyst is O1CCCC1.[I-].C([N+](CCCC)(CCCC)CCCC)CCC. The yield is 0.560. The product is [CH3:1][C:2]1([CH3:21])[CH:6]([C:7]2[CH:8]=[CH:9][CH:10]=[CH:11][CH:12]=2)[C:5]2[C:13]([CH3:20])=[C:14]([N:19]3[CH2:20][C:13]4[CH:14]=[C:15]5[O:23][CH2:22][O:25][C:16]5=[CH:4][C:5]=4[CH2:6]3)[C:15]([CH3:18])=[C:16]([CH3:17])[C:4]=2[O:3]1. (2) The reactants are [NH2:1][C:2]1[CH:3]=[C:4]2[C:8](=[CH:9][CH:10]=1)[C:7](=[C:11]1[C:19]3[C:14](=[CH:15][CH:16]=[C:17]([Cl:20])[CH:18]=3)[NH:13][C:12]1=[O:21])[O:6][CH2:5]2.C(N(CC)C(C)C)(C)C.[C:31](Cl)(=[O:33])[CH3:32]. The catalyst is C1COCC1. The product is [Cl:20][C:17]1[CH:18]=[C:19]2[C:14](=[CH:15][CH:16]=1)[NH:13][C:12](=[O:21])[C:11]2=[C:7]1[C:8]2[C:4](=[CH:3][C:2]([NH:1][C:31](=[O:33])[CH3:32])=[CH:10][CH:9]=2)[CH2:5][O:6]1. The yield is 0.870. (3) The reactants are [CH3:1][O:2][C:3](=[O:15])[C:4]1[CH:9]=[CH:8][C:7]([CH2:10][NH:11][CH:12]=[O:13])=[N:6][C:5]=1Cl.P([O-])([O-])([O-])=O.[K+].[K+].[K+].[F:24][C:25]1[CH:30]=[C:29]([S:31][CH3:32])[CH:28]=[CH:27][C:26]=1[NH2:33].C1(P(C2CCCCC2)C2C=CC=CC=2C2C(OC(C)C)=CC=CC=2OC(C)C)CCCCC1. The catalyst is C1(C)C=CC=CC=1.C1C=CC(/C=C/C(/C=C/C2C=CC=CC=2)=O)=CC=1.C1C=CC(/C=C/C(/C=C/C2C=CC=CC=2)=O)=CC=1.C1C=CC(/C=C/C(/C=C/C2C=CC=CC=2)=O)=CC=1.[Pd].[Pd]. The product is [CH3:1][O:2][C:3](=[O:15])[C:4]1[CH:9]=[CH:8][C:7]([CH2:10][NH:11][CH:12]=[O:13])=[N:6][C:5]=1[NH:33][C:26]1[CH:27]=[CH:28][C:29]([S:31][CH3:32])=[CH:30][C:25]=1[F:24]. The yield is 0.230. (4) The reactants are [Br:1][C:2]1[CH:7]=[CH:6][C:5]([C:8]23[CH:13]([CH2:14][OH:15])[CH:12]2[CH2:11][N:10]([C:16]([O:18][C:19]([CH3:22])([CH3:21])[CH3:20])=[O:17])[CH2:9]3)=[CH:4][CH:3]=1.BrC1C=CC(C23C(COC)C2CN(C(OC(C)(C)C)=O)C3)=CC=1.[Cl:46][C:47]1[CH:48]=[C:49](O)[CH:50]=[CH:51][C:52]=1[Cl:53].C1(P(C2C=CC=CC=2)C2C=CC=CC=2)C=CC=CC=1.N(C(OCC)=O)=NC(OCC)=O. The catalyst is C1COCC1. The product is [Cl:46][C:47]1[CH:48]=[C:49]([CH:50]=[CH:51][C:52]=1[Cl:53])[O:15][CH2:14][CH:13]1[C:8]2([C:5]3[CH:4]=[CH:3][C:2]([Br:1])=[CH:7][CH:6]=3)[CH:12]1[CH2:11][N:10]([C:16]([O:18][C:19]([CH3:22])([CH3:21])[CH3:20])=[O:17])[CH2:9]2. The yield is 0.740. (5) The reactants are [CH3:1][C:2]([CH3:40])([O:5][C:6]1[CH:11]=[CH:10][C:9]([N:12]2[C:17](=[O:18])[C:16]([CH2:19][C:20]3[CH:25]=[CH:24][C:23]([C:26]4[C:27]([C:32]#[N:33])=[CH:28][CH:29]=[CH:30][CH:31]=4)=[CH:22][CH:21]=3)=[C:15]([CH2:34][CH2:35][CH3:36])[N:14]3[N:37]=[CH:38][N:39]=[C:13]23)=[CH:8][CH:7]=1)[CH:3]=[O:4].[CH3:41][Mg]Br.C(OCC)(=O)C.[Cl-].[NH4+]. The catalyst is O1CCCC1. The product is [OH:4][CH:3]([CH3:41])[C:2]([CH3:1])([CH3:40])[O:5][C:6]1[CH:11]=[CH:10][C:9]([N:12]2[C:17](=[O:18])[C:16]([CH2:19][C:20]3[CH:25]=[CH:24][C:23]([C:26]4[C:27]([C:32]#[N:33])=[CH:28][CH:29]=[CH:30][CH:31]=4)=[CH:22][CH:21]=3)=[C:15]([CH2:34][CH2:35][CH3:36])[N:14]3[N:37]=[CH:38][N:39]=[C:13]23)=[CH:8][CH:7]=1. The yield is 0.720. (6) The reactants are [C:1]([CH2:3][C:4](OCC)=O)#[N:2].[CH2:9]([NH:16][CH2:17][CH2:18][NH2:19])[C:10]1[CH:15]=[CH:14][CH:13]=[CH:12][CH:11]=1. The catalyst is CC1C=CC=CC=1C. The product is [CH2:9]([N:16]1[CH2:17][CH2:18][N:19]=[C:4]1[CH2:3][C:1]#[N:2])[C:10]1[CH:15]=[CH:14][CH:13]=[CH:12][CH:11]=1. The yield is 0.210. (7) The reactants are [NH2:1][C:2]1[CH:7]=[CH:6][C:5]([CH3:8])=[CH:4][C:3]=1[S:9]([NH2:12])(=[O:11])=[O:10].[Cl:13][C:14]1[C:19]([Cl:20])=[CH:18][CH:17]=[CH:16][C:15]=1[S:21](Cl)(=[O:23])=[O:22]. The catalyst is N1C=CC=CC=1. The product is [Cl:13][C:14]1[C:19]([Cl:20])=[CH:18][CH:17]=[CH:16][C:15]=1[S:21]([NH:1][C:2]1[CH:7]=[CH:6][C:5]([CH3:8])=[CH:4][C:3]=1[S:9]([NH2:12])(=[O:10])=[O:11])(=[O:23])=[O:22]. The yield is 0.600. (8) The catalyst is ClCCl. The yield is 0.840. The reactants are [CH2:1]([O:3][CH:4]([O:13][CH2:14][CH3:15])[C:5]1[CH:12]=[CH:11][C:8]([CH:9]=O)=[CH:7][CH:6]=1)[CH3:2].S([O-])([O-])(=O)=O.[Na+].[Na+].[NH2:23][C:24]1[CH:32]=[CH:31][CH:30]=[C:29]2[C:25]=1[CH2:26][O:27][C:28]2=[O:33]. The product is [CH2:1]([O:3][CH:4]([O:13][CH2:14][CH3:15])[C:5]1[CH:12]=[CH:11][C:8]([CH:9]=[N:23][C:24]2[CH:32]=[CH:31][CH:30]=[C:29]3[C:25]=2[CH2:26][O:27][C:28]3=[O:33])=[CH:7][CH:6]=1)[CH3:2].